Task: Predict the product of the given reaction.. Dataset: Forward reaction prediction with 1.9M reactions from USPTO patents (1976-2016) Given the reactants C(OC([N:8]1[CH2:13][CH2:12][CH:11]([NH:14][C:15]2[CH:16]=[N:17][C:18]3[C:23]([CH:24]=2)=[CH:22][CH:21]=[CH:20][CH:19]=3)[CH2:10][CH2:9]1)=O)(C)(C)C.[ClH:25], predict the reaction product. The product is: [ClH:25].[ClH:25].[NH:8]1[CH2:13][CH2:12][CH:11]([NH:14][C:15]2[CH:16]=[N:17][C:18]3[C:23]([CH:24]=2)=[CH:22][CH:21]=[CH:20][CH:19]=3)[CH2:10][CH2:9]1.